The task is: Predict the reaction yield, written as a fraction of the theoretical maximum amount of product (1.0 means a 100% yield; for example, 0.34 means a 34% yield).. This data is from Reaction yield outcomes from USPTO patents with 853,638 reactions. (1) The reactants are C([O:3][C:4]([C:6]1[C:7]([CH:24]([F:26])[F:25])=[N:8][N:9]([C:18]2[CH:23]=[CH:22][CH:21]=[CH:20][CH:19]=2)[C:10]=1[C:11]([F:17])([F:16])[C:12]([F:15])([F:14])[F:13])=[O:5])C.[OH-].[Na+]. The catalyst is C(O)C. The product is [C:18]1([N:9]2[C:10]([C:11]([F:16])([F:17])[C:12]([F:13])([F:14])[F:15])=[C:6]([C:4]([OH:5])=[O:3])[C:7]([CH:24]([F:25])[F:26])=[N:8]2)[CH:23]=[CH:22][CH:21]=[CH:20][CH:19]=1. The yield is 0.980. (2) The reactants are [CH:1]([C:3]1[CH:8]=[CH:7][C:6]([C:9]2[C:10]([C:15]#[N:16])=[CH:11][CH:12]=[CH:13][CH:14]=2)=[C:5]([N+:17]([O-:19])=[O:18])[CH:4]=1)=[O:2].CO.[BH4-].[Na+].Cl. The catalyst is C1COCC1. The product is [OH:2][CH2:1][C:3]1[CH:8]=[CH:7][C:6]([C:9]2[C:10]([C:15]#[N:16])=[CH:11][CH:12]=[CH:13][CH:14]=2)=[C:5]([N+:17]([O-:19])=[O:18])[CH:4]=1. The yield is 0.700. (3) The reactants are [H-].[Na+].[Cl:3][C:4]1[CH:9]=[C:8]([N+:10]([O-:12])=[O:11])[C:7]([OH:13])=[CH:6][C:5]=1[CH3:14].[CH3:15]I.O. The catalyst is CN(C=O)C. The product is [Cl:3][C:4]1[CH:9]=[C:8]([N+:10]([O-:12])=[O:11])[C:7]([O:13][CH3:15])=[CH:6][C:5]=1[CH3:14]. The yield is 0.870. (4) The reactants are [C:1]([OH:5])(=[O:4])[CH:2]=[O:3].[Cl:6][C:7]1[CH:8]=[C:9]([CH:15]=[CH:16][CH:17]=1)[CH2:10][NH:11][CH2:12][CH2:13]O.O. The catalyst is O1CCCC1. The product is [OH:4][CH:1]1[O:5][CH2:13][CH2:12][N:11]([CH2:10][C:9]2[CH:15]=[CH:16][CH:17]=[C:7]([Cl:6])[CH:8]=2)[C:2]1=[O:3]. The yield is 0.769. (5) The reactants are [CH3:1][C:2]1[CH:11]=[CH:10][C:9]2[C:4](=[CH:5][CH:6]=[CH:7][C:8]=2[C:12]2[CH2:13][CH2:14][NH:15][CH2:16][CH:17]=2)[N:3]=1.Cl[CH2:19][CH2:20][C:21]1[CH:22]=[CH:23][C:24]2[O:29][CH2:28][C:27](=[O:30])[NH:26][C:25]=2[CH:31]=1. No catalyst specified. The product is [CH3:1][C:2]1[CH:11]=[CH:10][C:9]2[C:4](=[CH:5][CH:6]=[CH:7][C:8]=2[C:12]2[CH2:13][CH2:14][N:15]([CH2:19][CH2:20][C:21]3[CH:22]=[CH:23][C:24]4[O:29][CH2:28][C:27](=[O:30])[NH:26][C:25]=4[CH:31]=3)[CH2:16][CH:17]=2)[N:3]=1. The yield is 0.200.